From a dataset of Catalyst prediction with 721,799 reactions and 888 catalyst types from USPTO. Predict which catalyst facilitates the given reaction. (1) Reactant: [CH3:1][C:2]([CH3:10])([C:5](=O)[CH2:6][C:7]#[N:8])[C:3]#[N:4].Cl.[C:12]1([NH:18][NH2:19])[CH:17]=[CH:16][CH:15]=[CH:14][CH:13]=1. Product: [NH2:8][C:7]1[N:18]([C:12]2[CH:17]=[CH:16][CH:15]=[CH:14][CH:13]=2)[N:19]=[C:5]([C:2]([CH3:10])([CH3:1])[C:3]#[N:4])[CH:6]=1. The catalyst class is: 14. (2) Reactant: [Cl:1][C:2]1[CH:3]=[C:4]([OH:11])[CH:5]=[CH:6][C:7]=1[N+:8]([O-:10])=[O:9].Cl.Cl[CH2:14][CH2:15][N:16]([CH2:19][CH3:20])[CH2:17][CH3:18]. Product: [Cl:1][C:2]1[CH:3]=[C:4]([CH:5]=[CH:6][C:7]=1[N+:8]([O-:10])=[O:9])[O:11][CH2:14][CH2:15][N:16]([CH2:19][CH3:20])[CH2:17][CH3:18]. The catalyst class is: 98.